Dataset: Reaction yield outcomes from USPTO patents with 853,638 reactions. Task: Predict the reaction yield, written as a fraction of the theoretical maximum amount of product (1.0 means a 100% yield; for example, 0.34 means a 34% yield). The reactants are [Cl:1][C:2]1[N:7]=[C:6]([Cl:8])[C:5]([CH3:9])=[CH:4][N:3]=1.C1C(=O)N([Br:17])C(=O)C1. The catalyst is C(#N)C.CC(N=NC(C#N)(C)C)(C#N)C. The product is [Br:17][CH2:9][C:5]1[C:6]([Cl:8])=[N:7][C:2]([Cl:1])=[N:3][CH:4]=1. The yield is 0.500.